From a dataset of CYP2D6 inhibition data for predicting drug metabolism from PubChem BioAssay. Regression/Classification. Given a drug SMILES string, predict its absorption, distribution, metabolism, or excretion properties. Task type varies by dataset: regression for continuous measurements (e.g., permeability, clearance, half-life) or binary classification for categorical outcomes (e.g., BBB penetration, CYP inhibition). Dataset: cyp2d6_veith. (1) The compound is CCc1ccc(OCC(=O)NNC(=O)CSc2ncnc3sc(C)c(C)c23)cc1. The result is 0 (non-inhibitor). (2) The drug is COCC(=O)N1CCC2(CCCN(C(=O)Nc3cccc(C#N)c3)C2)CC1. The result is 0 (non-inhibitor). (3) The molecule is COc1ccccc1CN1CC[C@@]2(CCCN(C(=O)c3cc(C(F)(F)F)cc(C(F)(F)F)c3)C2)C1. The result is 1 (inhibitor). (4) The drug is COc1ccc(Cc2ccc3[nH]c(=O)cc(C)c3c2)cc1S(=O)(=O)O. The result is 0 (non-inhibitor). (5) The molecule is Nc1nc(NCc2ccccc2)nc(Nc2cccc(F)c2)c1[N+](=O)[O-]. The result is 0 (non-inhibitor). (6) The molecule is Clc1ccccc1C(=Nc1cccc(Br)c1)N1CCOCC1. The result is 0 (non-inhibitor). (7) The compound is CCOC(=O)c1sc(NC(=O)CSc2nc(C)cc(C)n2)c(C#N)c1C. The result is 0 (non-inhibitor).